Dataset: Full USPTO retrosynthesis dataset with 1.9M reactions from patents (1976-2016). Task: Predict the reactants needed to synthesize the given product. (1) Given the product [NH2:31][CH2:32][CH2:33][CH2:34][CH2:35][NH:36][C:27]([C:24]1[CH:25]=[CH:26][C:17]2[C:16]3[N:30]=[C:12]([NH:11][C:5]4[CH:6]=[CH:7][C:8]([O:9][CH3:10])=[C:3]([O:2][CH3:1])[CH:4]=4)[N:13]=[CH:14][C:15]=3[CH2:21][C:20](=[O:22])[NH:19][C:18]=2[CH:23]=1)=[O:28], predict the reactants needed to synthesize it. The reactants are: [CH3:1][O:2][C:3]1[CH:4]=[C:5]([NH:11][C:12]2[N:13]=[CH:14][C:15]3[CH2:21][C:20](=[O:22])[NH:19][C:18]4[CH:23]=[C:24]([C:27](O)=[O:28])[CH:25]=[CH:26][C:17]=4[C:16]=3[N:30]=2)[CH:6]=[CH:7][C:8]=1[O:9][CH3:10].[NH2:31][CH2:32][CH2:33][CH2:34][CH2:35][NH:36]C(=O)OC(C)(C)C.C(OC(=O)NCCNC(C1C=CC2C3N=C(NC4C=CC(OC)=C(OC)C=4)N=CC=3CC(=O)NC=2C=1)=O)(C)(C)C. (2) Given the product [CH:1]1([CH2:4][N:5]2[CH2:6][CH2:7][CH:8]([C:11]([N:13]3[CH2:14][CH:15]([C:20]4[CH:25]=[CH:24][C:23]([Cl:26])=[C:22]([Cl:27])[CH:21]=4)[CH:16]([N:18]([CH3:19])[C:36](=[O:38])[CH:35]([C:32]4[CH:31]=[CH:30][C:29]([F:28])=[CH:34][CH:33]=4)[CH3:39])[CH2:17]3)=[O:12])[CH2:9][CH2:10]2)[CH2:3][CH2:2]1, predict the reactants needed to synthesize it. The reactants are: [CH:1]1([CH2:4][N:5]2[CH2:10][CH2:9][CH:8]([C:11]([N:13]3[CH2:17][CH:16]([NH:18][CH3:19])[CH:15]([C:20]4[CH:25]=[CH:24][C:23]([Cl:26])=[C:22]([Cl:27])[CH:21]=4)[CH2:14]3)=[O:12])[CH2:7][CH2:6]2)[CH2:3][CH2:2]1.[F:28][C:29]1[CH:34]=[CH:33][C:32]([CH:35]([CH3:39])[C:36]([OH:38])=O)=[CH:31][CH:30]=1.